Predict the product of the given reaction. From a dataset of Forward reaction prediction with 1.9M reactions from USPTO patents (1976-2016). Given the reactants [Cl:1][C:2]1[CH:3]=[C:4]([C:27](=[N:29][OH:30])[NH2:28])[CH:5]=[C:6]([Cl:26])[C:7]=1[NH:8][C:9]1[C:18]2[CH:19]=[CH:20][N:21]=[C:22]([O:23][CH2:24][CH3:25])[C:17]=2[C:16]2[C:11](=[CH:12][CH:13]=[N:14][CH:15]=2)[N:10]=1.N1C=CC=CC=1.[C:37]([O:40][C:41]([CH3:46])([CH3:45])[C:42](Cl)=O)(=[O:39])[CH3:38], predict the reaction product. The product is: [C:37]([O:40][C:41]([C:46]1[O:30][N:29]=[C:27]([C:4]2[CH:5]=[C:6]([Cl:26])[C:7]([NH:8][C:9]3[C:18]4[CH:19]=[CH:20][N:21]=[C:22]([O:23][CH2:24][CH3:25])[C:17]=4[C:16]4[C:11](=[CH:12][CH:13]=[N:14][CH:15]=4)[N:10]=3)=[C:2]([Cl:1])[CH:3]=2)[N:28]=1)([CH3:45])[CH3:42])(=[O:39])[CH3:38].